Predict the product of the given reaction. From a dataset of Forward reaction prediction with 1.9M reactions from USPTO patents (1976-2016). (1) Given the reactants [Br:1][CH2:2][C:3]1[C:12]2[C:7](=[CH:8][CH:9]=[CH:10][CH:11]=2)[C:6]([C:13]([OH:15])=O)=[CH:5][CH:4]=1.[CH3:16][Si:17]([CH3:21])([CH3:20])[CH2:18][NH2:19].Cl.CN(C)CCCN=C=NCC.O, predict the reaction product. The product is: [Br:1][CH2:2][C:3]1[C:12]2[C:7](=[CH:8][CH:9]=[CH:10][CH:11]=2)[C:6]([C:13]([NH:19][CH2:18][Si:17]([CH3:21])([CH3:20])[CH3:16])=[O:15])=[CH:5][CH:4]=1. (2) The product is: [CH3:37][N:1]1[CH2:2][CH:3]=[C:4]([C:7]2[CH:12]=[C:11]([C:13]([F:14])([F:16])[F:15])[CH:10]=[CH:9][C:8]=2[N:17]2[CH2:22][CH2:21][O:20][C:19]3[CH:23]=[C:24]([S:27]([NH:30][C:31]4[S:32][CH:33]=[CH:34][N:35]=4)(=[O:28])=[O:29])[CH:25]=[CH:26][C:18]2=3)[CH2:5][CH2:6]1. Given the reactants [NH:1]1[CH2:6][CH:5]=[C:4]([C:7]2[CH:12]=[C:11]([C:13]([F:16])([F:15])[F:14])[CH:10]=[CH:9][C:8]=2[N:17]2[CH2:22][CH2:21][O:20][C:19]3[CH:23]=[C:24]([S:27]([NH:30][C:31]4[S:32][CH:33]=[CH:34][N:35]=4)(=[O:29])=[O:28])[CH:25]=[CH:26][C:18]2=3)[CH2:3][CH2:2]1.O.[C:37](O[BH-](OC(=O)C)OC(=O)C)(=O)C.[Na+].C([O-])(O)=O.[Na+], predict the reaction product. (3) Given the reactants [C:1]([O:5][C:6]([N:8]1[CH2:13][CH2:12][NH:11][CH2:10][CH2:9]1)=[O:7])([CH3:4])([CH3:3])[CH3:2].C(N(C(C)C)CC)(C)C.[Cl:23][C:24]1[CH:25]=[C:26]([CH:29]=[CH:30][C:31]=1[Cl:32])[CH2:27]Cl, predict the reaction product. The product is: [C:1]([O:5][C:6]([N:8]1[CH2:13][CH2:12][N:11]([CH2:27][C:26]2[CH:29]=[CH:30][C:31]([Cl:32])=[C:24]([Cl:23])[CH:25]=2)[CH2:10][CH2:9]1)=[O:7])([CH3:4])([CH3:2])[CH3:3]. (4) The product is: [ClH:1].[C:32]1([C:35]2[CH:40]=[CH:39][CH:38]=[CH:37][CH:36]=2)[CH:31]=[CH:30][C:29]([CH2:28][CH:16]2[C:17]3[C:12](=[CH:11][C:10]([OH:9])=[C:19]([OH:20])[CH:18]=3)[CH2:13][CH2:14][N:15]2[CH3:41])=[CH:34][CH:33]=1. Given the reactants [ClH:1].C([O:9][C:10]1[CH:11]=[C:12]2[C:17](=[CH:18][C:19]=1[O:20]CC1C=CC=CC=1)[CH:16]([CH2:28][C:29]1[CH:34]=[CH:33][C:32]([C:35]3[CH:40]=[CH:39][CH:38]=[CH:37][CH:36]=3)=[CH:31][CH:30]=1)[N:15]([CH3:41])[CH2:14][CH2:13]2)C1C=CC=CC=1, predict the reaction product.